From a dataset of Catalyst prediction with 721,799 reactions and 888 catalyst types from USPTO. Predict which catalyst facilitates the given reaction. (1) Reactant: C(OC(=O)[NH:7][C@@H:8]([CH:31]1[CH2:36][CH2:35][CH2:34][CH2:33][CH2:32]1)[C:9]([N:11]1[CH2:15][CH2:14][CH2:13][C@H:12]1[C:16]1[CH:21]=[CH:20][N:19]=[C:18]([C:22]2[C:30]3[C:25](=[CH:26][CH:27]=[CH:28][CH:29]=3)[NH:24][CH:23]=2)[CH:17]=1)=[O:10])(C)(C)C.C(O)(C(F)(F)F)=O. Product: [NH2:7][C@@H:8]([CH:31]1[CH2:36][CH2:35][CH2:34][CH2:33][CH2:32]1)[C:9]([N:11]1[CH2:15][CH2:14][CH2:13][C@H:12]1[C:16]1[CH:21]=[CH:20][N:19]=[C:18]([C:22]2[C:30]3[C:25](=[CH:26][CH:27]=[CH:28][CH:29]=3)[NH:24][CH:23]=2)[CH:17]=1)=[O:10]. The catalyst class is: 2. (2) Reactant: [CH3:1][N:2]([CH3:23])[C:3]1[CH:4]=[C:5]([C:9]2[C:18]3[C:13](=[CH:14][CH:15]=[CH:16][CH:17]=3)[C:12](=[O:19])[O:11][C:10]=2[CH:20](O)[CH3:21])[CH:6]=[CH:7][CH:8]=1.P(Br)(Br)[Br:25]. Product: [Br:25][CH:20]([C:10]1[O:11][C:12](=[O:19])[C:13]2[C:18]([C:9]=1[C:5]1[CH:6]=[CH:7][CH:8]=[C:3]([N:2]([CH3:23])[CH3:1])[CH:4]=1)=[CH:17][CH:16]=[CH:15][CH:14]=2)[CH3:21]. The catalyst class is: 2. (3) Reactant: [OH-].[K+].C[O:4][C:5](=[O:36])[C@@H:6]([N:23]1[C:35]2[CH:34]=[CH:33][CH:32]=[CH:31][C:30]=2[C:29]2[C:24]1=[CH:25][CH:26]=[CH:27][CH:28]=2)[CH2:7][CH2:8][CH2:9][CH2:10][NH:11][C:12](=[O:22])[C:13]1[CH:18]=[CH:17][C:16]([N:19]=[N+:20]=[N-:21])=[CH:15][CH:14]=1.CO.Cl. Product: [N:19]([C:16]1[CH:15]=[CH:14][C:13]([C:12]([NH:11][CH2:10][CH2:9][CH2:8][CH2:7][C@H:6]([N:23]2[C:35]3[CH:34]=[CH:33][CH:32]=[CH:31][C:30]=3[C:29]3[C:24]2=[CH:25][CH:26]=[CH:27][CH:28]=3)[C:5]([OH:36])=[O:4])=[O:22])=[CH:18][CH:17]=1)=[N+:20]=[N-:21]. The catalyst class is: 11. (4) Reactant: Cl.[CH:2]([Si:5]([CH:23]([CH3:25])[CH3:24])([CH:20]([CH3:22])[CH3:21])[O:6][CH:7]([C:12]1[C:17]([CH:18]=[CH2:19])=[CH:16][CH:15]=[CH:14][N:13]=1)[CH2:8][CH2:9]C=C)([CH3:4])[CH3:3].N#N. Product: [CH:20]([Si:5]([CH:23]([CH3:25])[CH3:24])([CH:2]([CH3:4])[CH3:3])[O:6][CH:7]1[C:12]2=[N:13][CH:14]=[CH:15][CH:16]=[C:17]2[CH:18]=[CH:19][CH2:9][CH2:8]1)([CH3:22])[CH3:21]. The catalyst class is: 2. (5) Reactant: [CH3:1][C:2]([CH3:27])([CH3:26])[CH2:3][C:4]1[N:5]=[C:6]([CH2:9][C:10]([C:13]2[CH:18]=[CH:17][C:16]([C:19]3[CH:24]=[CH:23][C:22]([F:25])=[CH:21][N:20]=3)=[CH:15][CH:14]=2)(O)[CH3:11])[NH:7][CH:8]=1.C1C=CN=CC=1.[FH:34].C[Si](C(O)C)(C)C. Product: [CH3:1][C:2]([CH3:27])([CH3:26])[CH2:3][C:4]1[N:5]=[C:6]([CH2:9][C:10]([C:13]2[CH:18]=[CH:17][C:16]([C:19]3[CH:24]=[CH:23][C:22]([F:25])=[CH:21][N:20]=3)=[CH:15][CH:14]=2)([F:34])[CH3:11])[NH:7][CH:8]=1. The catalyst class is: 2.